This data is from NCI-60 drug combinations with 297,098 pairs across 59 cell lines. The task is: Regression. Given two drug SMILES strings and cell line genomic features, predict the synergy score measuring deviation from expected non-interaction effect. Drug 1: C1CCC(CC1)NC(=O)N(CCCl)N=O. Drug 2: C1CC(C1)(C(=O)O)C(=O)O.[NH2-].[NH2-].[Pt+2]. Cell line: UO-31. Synergy scores: CSS=10.9, Synergy_ZIP=-5.54, Synergy_Bliss=-3.71, Synergy_Loewe=-0.499, Synergy_HSA=-0.150.